Dataset: Full USPTO retrosynthesis dataset with 1.9M reactions from patents (1976-2016). Task: Predict the reactants needed to synthesize the given product. (1) The reactants are: [Br:1][C:2]1[CH:10]=[C:9]2[C:5]([CH2:6][C:7]3([CH2:16][CH2:15][CH:14]([OH:17])[CH2:13][CH2:12]3)[C:8]2=[O:11])=[CH:4][C:3]=1[CH3:18].CI.[CH3:21]C(C)([O-])C.[K+].O. Given the product [Br:1][C:2]1[CH:10]=[C:9]2[C:5]([CH2:6][C:7]3([CH2:16][CH2:15][CH:14]([O:17][CH3:21])[CH2:13][CH2:12]3)[C:8]2=[O:11])=[CH:4][C:3]=1[CH3:18], predict the reactants needed to synthesize it. (2) Given the product [N:1]([C:2]1[C:11]([C:12]2[CH:13]=[CH:14][C:15]([C:18]([N:20]3[CH2:21][CH2:22][O:23][CH2:24][CH2:25]3)=[O:19])=[CH:16][CH:17]=2)=[N:10][C:9]([Br:26])=[CH:8][C:3]=1[C:4]([O:6][CH3:7])=[O:5])=[N+:31]=[N-:32], predict the reactants needed to synthesize it. The reactants are: [NH2:1][C:2]1[C:11]([C:12]2[CH:17]=[CH:16][C:15]([C:18]([N:20]3[CH2:25][CH2:24][O:23][CH2:22][CH2:21]3)=[O:19])=[CH:14][CH:13]=2)=[N:10][C:9]([Br:26])=[CH:8][C:3]=1[C:4]([O:6][CH3:7])=[O:5].N([O-])=O.[Na+].[N-:31]=[N+:32]=[N-].[Na+].C(OCC)C. (3) The reactants are: Br[C:2]1[C:11]2[C:6](=[CH:7][CH:8]=[CH:9][CH:10]=2)[C:5](=[O:12])[C:4](=[O:13])[CH:3]=1.[Cl:14][C:15]1[CH:20]=[CH:19][CH:18]=[CH:17][C:16]=1B(O)O.C1(C)C=CC=CC=1P(C1C=CC=CC=1C)C1C=CC=CC=1C.C([O-])([O-])=O.[K+].[K+].[Br-]. Given the product [Cl:14][C:15]1[CH:20]=[CH:19][CH:18]=[CH:17][C:16]=1[C:2]1[C:11]2[C:6](=[CH:7][CH:8]=[CH:9][CH:10]=2)[C:5](=[O:12])[C:4](=[O:13])[CH:3]=1, predict the reactants needed to synthesize it. (4) Given the product [CH3:1][O:8][CH2:9][CH2:10][CH:11]1[CH2:16][N:15]([C:17]2[CH:22]=[CH:21][C:20]([N+:23]([O-:25])=[O:24])=[C:19]([O:26][CH:27]([CH3:29])[CH3:28])[CH:18]=2)[CH2:14][CH2:13][N:12]1[CH3:30], predict the reactants needed to synthesize it. The reactants are: [CH3:1][O-].[Na+].CS([O:8][CH2:9][CH2:10][CH:11]1[CH2:16][N:15]([C:17]2[CH:22]=[CH:21][C:20]([N+:23]([O-:25])=[O:24])=[C:19]([O:26][CH:27]([CH3:29])[CH3:28])[CH:18]=2)[CH2:14][CH2:13][N:12]1[CH3:30])(=O)=O.